Dataset: Reaction yield outcomes from USPTO patents with 853,638 reactions. Task: Predict the reaction yield, written as a fraction of the theoretical maximum amount of product (1.0 means a 100% yield; for example, 0.34 means a 34% yield). The reactants are [Br:1][C:2]1[CH:9]=[CH:8][C:5]([C:6]#[N:7])=[C:4]([F:10])[CH:3]=1.C(O)(C(F)(F)F)=[O:12].S(=O)(=O)(O)O. No catalyst specified. The product is [Br:1][C:2]1[CH:9]=[CH:8][C:5]([C:6]([NH2:7])=[O:12])=[C:4]([F:10])[CH:3]=1. The yield is 0.870.